This data is from Forward reaction prediction with 1.9M reactions from USPTO patents (1976-2016). The task is: Predict the product of the given reaction. Given the reactants [C:1]([O:5][C@@H:6]([C:12]1[C:13]([CH3:34])=[N:14][C:15]([CH3:33])=[C:16]([C:26]2[CH:31]=[CH:30][C:29](O)=[CH:28][CH:27]=2)[C:17]=1[N:18]1[CH2:23][CH2:22][C:21]([CH3:25])([CH3:24])[CH2:20][CH2:19]1)[C:7]([O:9]CC)=[O:8])([CH3:4])([CH3:3])[CH3:2].[CH:35]1[C:44]2[C:39](=[CH:40][CH:41]=[CH:42][CH:43]=2)[CH:38]=[CH:37][C:36]=1[CH2:45][CH2:46][OH:47].C1C=CC(P(C2C=CC=CC=2)C2C=CC=CC=2)=CC=1.CCOC(/N=N/C(OCC)=O)=O.[OH-].[Na+], predict the reaction product. The product is: [C:1]([O:5][C@@H:6]([C:12]1[C:13]([CH3:34])=[N:14][C:15]([CH3:33])=[C:16]([C:26]2[CH:27]=[CH:28][C:29]([O:47][CH2:46][CH2:45][C:36]3[CH:37]=[CH:38][C:39]4[C:44](=[CH:43][CH:42]=[CH:41][CH:40]=4)[CH:35]=3)=[CH:30][CH:31]=2)[C:17]=1[N:18]1[CH2:19][CH2:20][C:21]([CH3:25])([CH3:24])[CH2:22][CH2:23]1)[C:7]([OH:9])=[O:8])([CH3:4])([CH3:2])[CH3:3].